The task is: Predict the reaction yield, written as a fraction of the theoretical maximum amount of product (1.0 means a 100% yield; for example, 0.34 means a 34% yield).. This data is from Reaction yield outcomes from USPTO patents with 853,638 reactions. (1) The reactants are [C:1](Cl)(Cl)=[S:2].[NH2:5][C:6]1[C:7]([Cl:16])=[N:8][CH:9]=[C:10]([CH:15]=1)[C:11]([O:13][CH3:14])=[O:12].C(=O)([O-])[O-].[Na+].[Na+].C(OCC)(=O)C. The catalyst is ClCCl. The product is [Cl:16][C:7]1[C:6]([N:5]=[C:1]=[S:2])=[CH:15][C:10]([C:11]([O:13][CH3:14])=[O:12])=[CH:9][N:8]=1. The yield is 0.761. (2) The reactants are [Cl:1][C:2]1[C:3]2[CH:10]=[CH:9][NH:8][C:4]=2[N:5]=[CH:6][N:7]=1.C1C(=O)N([Br:18])C(=O)C1. No catalyst specified. The product is [Br:18][C:10]1[C:3]2[C:2]([Cl:1])=[N:7][CH:6]=[N:5][C:4]=2[NH:8][CH:9]=1. The yield is 0.790. (3) The reactants are Br[C:2]1[CH:3]=[C:4]([C:23]2[O:24][C:25]([C:28]3[CH:33]=[CH:32][CH:31]=[CH:30][CH:29]=3)=[N:26][N:27]=2)[C:5]([N:8]([C:16]([O:18][C:19]([CH3:22])([CH3:21])[CH3:20])=[O:17])C(=O)OC(C)(C)C)=[N:6][CH:7]=1.CC1(C)C(C)(C)OB([C:42]2[CH2:43][CH2:44][N:45]([C:48]([O:50][C:51]([CH3:54])([CH3:53])[CH3:52])=[O:49])[CH2:46][CH:47]=2)O1.C(P(CC)CC)C.C([O-])([O-])=O.[Na+].[Na+]. The catalyst is CN(C=O)C.C(Cl)Cl.O.Cl[Pd]Cl. The product is [C:19]([O:18][C:16]([NH:8][C:5]1[N:6]=[CH:7][C:2]([C:42]2[CH2:47][CH2:46][N:45]([C:48]([O:50][C:51]([CH3:54])([CH3:53])[CH3:52])=[O:49])[CH2:44][CH:43]=2)=[CH:3][C:4]=1[C:23]1[O:24][C:25]([C:28]2[CH:33]=[CH:32][CH:31]=[CH:30][CH:29]=2)=[N:26][N:27]=1)=[O:17])([CH3:22])([CH3:21])[CH3:20]. The yield is 0.470. (4) The reactants are Cl.Cl[C:3]1[N:8]=[C:7]([NH:9][CH:10]2[CH2:15][C:14]([CH3:17])([CH3:16])[NH:13][C:12]([CH3:19])([CH3:18])[CH2:11]2)[C:6]([F:20])=[CH:5][N:4]=1.[CH:21]1([C:24]2[C:29]([N:30]3[C:34]([CH:35]([CH3:37])[CH3:36])=[N:33][N:32]=[N:31]3)=[CH:28][C:27]([NH2:38])=[C:26]([F:39])[CH:25]=2)[CH2:23][CH2:22]1.[CH:40]([OH:43])(C)C. No catalyst specified. The product is [NH3:4].[CH3:40][OH:43].[CH:21]1([C:24]2[C:29]([N:30]3[C:34]([CH:35]([CH3:37])[CH3:36])=[N:33][N:32]=[N:31]3)=[CH:28][C:27]([NH:38][C:3]3[N:8]=[C:7]([NH:9][CH:10]4[CH2:15][C:14]([CH3:17])([CH3:16])[NH:13][C:12]([CH3:19])([CH3:18])[CH2:11]4)[C:6]([F:20])=[CH:5][N:4]=3)=[C:26]([F:39])[CH:25]=2)[CH2:22][CH2:23]1. The yield is 0.0100. (5) The product is [C:1]([O:5][C:6](=[O:32])[N:7]([C:8]1[CH:13]=[CH:12][C:11]([C:14](=[O:30])[NH:15][CH2:16][C:17]2[S:18][C:19]([O:22][C:23]3[CH:28]=[CH:27][CH:26]=[C:25]([F:29])[CH:24]=3)=[CH:20][CH:21]=2)=[C:10]([NH2:31])[N:9]=1)[CH3:34])([CH3:4])([CH3:2])[CH3:3]. The yield is 0.705. The catalyst is CN(C)C=O.C(OCC)(=O)C. The reactants are [C:1]([O:5][C:6](=[O:32])[NH:7][C:8]1[CH:13]=[CH:12][C:11]([C:14](=[O:30])[NH:15][CH2:16][C:17]2[S:18][C:19]([O:22][C:23]3[CH:28]=[CH:27][CH:26]=[C:25]([F:29])[CH:24]=3)=[CH:20][CH:21]=2)=[C:10]([NH2:31])[N:9]=1)([CH3:4])([CH3:3])[CH3:2].N[C:34]1N=C(N)C=CC=1C(O)=O.CI.[H-].[Na+]. (6) The product is [CH3:18][O:19][CH2:20][CH2:21][O:22][C@@H:6]1[C@H:7]([OH:12])[C@@H:8]([CH2:10][OH:11])[O:9][C@H:5]1[N:4]1[CH:3]=[C:2]([CH3:1])[C:16](=[O:17])[NH:15][C:14]1=[O:13]. The yield is 0.630. The catalyst is COCCO. The reactants are [CH3:1][C:2]1[C:16](=[O:17])[N:15]=[C:14]2[N:4]([C@@H:5]3[O:9][C@H:8]([CH2:10][OH:11])[C@@H:7]([OH:12])[C@@H:6]3[O:13]2)[CH:3]=1.[CH3:18][O:19][CH2:20][CH2:21][O:22]B([O:22][CH2:21][CH2:20][O:19][CH3:18])[O:22][CH2:21][CH2:20][O:19][CH3:18]. (7) The reactants are [CH3:1][O:2][CH2:3][C:4]([OH:6])=O.[CH2:7]([NH:9][C:10](=[S:13])[NH:11][NH2:12])[CH3:8].C(N=C=NC(C)C)(C)C.OC1C2N=NNC=2C=CC=1.N(C(=S)N)N.C(=O)(O)[O-].[Na+]. The catalyst is CN(C)C=O.O. The product is [CH2:7]([NH:9][C:10]([NH:11][NH:12][C:4](=[O:6])[CH2:3][O:2][CH3:1])=[S:13])[CH3:8]. The yield is 0.470. (8) The reactants are [Br:1][C:2]1[CH:3]=[C:4]2[C:8](=[CH:9][CH:10]=1)[N:7](C(=O)C)[CH2:6][CH2:5]2.C([O-])([O-])=O.[Na+].[Na+]. The catalyst is Cl. The product is [Br:1][C:2]1[CH:3]=[C:4]2[C:8](=[CH:9][CH:10]=1)[NH:7][CH2:6][CH2:5]2. The yield is 0.550.